This data is from Catalyst prediction with 721,799 reactions and 888 catalyst types from USPTO. The task is: Predict which catalyst facilitates the given reaction. Reactant: C[Si](C)(C)N[Si](C)(C)C.[Li].[C:11]([O:14][C:15]([CH3:18])([CH3:17])[CH3:16])(=[O:13])[CH3:12].Br[C:20]1[CH:25]=[C:24]([Br:26])[N:23]=[C:22]([C:27]2[CH:32]=[CH:31][CH:30]=[CH:29][C:28]=2[Cl:33])[C:21]=1[CH2:34]Br. Product: [Br:26][C:24]1[N:23]=[C:22]([C:27]2[CH:32]=[CH:31][CH:30]=[CH:29][C:28]=2[Cl:33])[C:21]([CH2:34][CH2:12][C:11]([O:14][C:15]([CH3:18])([CH3:17])[CH3:16])=[O:13])=[CH:20][CH:25]=1. The catalyst class is: 1.